This data is from Reaction yield outcomes from USPTO patents with 853,638 reactions. The task is: Predict the reaction yield, written as a fraction of the theoretical maximum amount of product (1.0 means a 100% yield; for example, 0.34 means a 34% yield). (1) The product is [CH:3]12[CH2:2][CH:17]([N:20]([C:9]3[N:16]=[CH:15][CH:14]=[CH:13][C:10]=3[C:11]#[N:12])[CH2:21]1)[CH2:18][O:5]2. The yield is 0.510. The reactants are F[C:2](F)(F)[C:3]([OH:5])=O.F[C:9]1[N:16]=[CH:15][CH:14]=[CH:13][C:10]=1[C:11]#[N:12].[CH:17]([N:20](C(C)C)[CH2:21]C)(C)[CH3:18]. The catalyst is ClCCl.O1CCCC1. (2) The reactants are [Cl:1][C:2]1[CH:3]=[C:4]2[C:8](=[CH:9][CH:10]=1)[NH:7][CH:6]=[C:5]2[CH2:11][CH2:12][NH:13][C:14](=[O:23])[C:15]1[CH:20]=[CH:19][CH:18]=[C:17]([CH2:21]Cl)[CH:16]=1.[CH3:24][O:25][C:26]1[CH:31]=[CH:30][C:29](B(O)O)=[CH:28][CH:27]=1.C(=O)([O-])[O-].[Na+].[Na+].[I-].[Na+]. The catalyst is C(COC)OC.O.C1C=CC([P]([Pd]([P](C2C=CC=CC=2)(C2C=CC=CC=2)C2C=CC=CC=2)([P](C2C=CC=CC=2)(C2C=CC=CC=2)C2C=CC=CC=2)[P](C2C=CC=CC=2)(C2C=CC=CC=2)C2C=CC=CC=2)(C2C=CC=CC=2)C2C=CC=CC=2)=CC=1. The product is [Cl:1][C:2]1[CH:3]=[C:4]2[C:8](=[CH:9][CH:10]=1)[NH:7][CH:6]=[C:5]2[CH2:11][CH2:12][NH:13][C:14](=[O:23])[C:15]1[CH:20]=[CH:19][CH:18]=[C:17]([CH2:21][C:29]2[CH:30]=[CH:31][C:26]([O:25][CH3:24])=[CH:27][CH:28]=2)[CH:16]=1. The yield is 0.320. (3) The reactants are [CH3:1][O:2][C:3](=[O:16])[CH2:4][C:5]1[CH:6]=[C:7]2[C:12](=[CH:13][CH:14]=1)[N+:11]([O-])=[CH:10][CH:9]=[CH:8]2.O=P(Cl)(Cl)[Cl:19]. No catalyst specified. The product is [Cl:19][C:10]1[CH:9]=[CH:8][C:7]2[C:12](=[CH:13][CH:14]=[C:5]([CH2:4][C:3]([O:2][CH3:1])=[O:16])[CH:6]=2)[N:11]=1. The yield is 0.500.